This data is from Full USPTO retrosynthesis dataset with 1.9M reactions from patents (1976-2016). The task is: Predict the reactants needed to synthesize the given product. (1) Given the product [CH3:4][C:5]1[C:6]([CH2:18][CH2:19][C:20]2[CH:25]=[CH:24][CH:23]=[CH:22][C:21]=2[CH2:26][C:27]([OH:29])=[O:28])=[N:7][C:8]([NH:11][C:12]2[CH:13]=[N:14][N:15]([CH3:17])[CH:16]=2)=[N:9][CH:10]=1, predict the reactants needed to synthesize it. The reactants are: O[Li].O.[CH3:4][C:5]1[C:6]([CH2:18][CH2:19][C:20]2[CH:25]=[CH:24][CH:23]=[CH:22][C:21]=2[CH2:26][C:27]([O:29]C)=[O:28])=[N:7][C:8]([NH:11][C:12]2[CH:13]=[N:14][N:15]([CH3:17])[CH:16]=2)=[N:9][CH:10]=1. (2) Given the product [C:18]([C:17]1[CH:20]=[CH:21][C:14]([C:9]2[CH:10]=[N:11][N:25]([CH2:27][C:28]([O:30][CH2:31][CH3:32])=[O:29])[C:7]=2[C:6]2[CH:22]=[CH:23][C:3]([C:1]#[N:2])=[CH:4][CH:5]=2)=[CH:15][CH:16]=1)#[N:19], predict the reactants needed to synthesize it. The reactants are: [C:1]([C:3]1[CH:23]=[CH:22][C:6]([C:7](/[C:9](/[C:14]2[CH:21]=[CH:20][C:17]([C:18]#[N:19])=[CH:16][CH:15]=2)=[CH:10]/[N:11](C)C)=O)=[CH:5][CH:4]=1)#[N:2].Cl.[NH:25]([CH2:27][C:28]([O:30][CH2:31][CH3:32])=[O:29])N. (3) Given the product [Cl:8][C:6]1[N:5]=[C:4]([C:9]2[CH:14]=[CH:13][CH:12]=[CH:11][N:10]=2)[N:3]=[C:2]([NH:26][CH2:25][CH2:24][C:17]2[C:18]3[C:23](=[CH:22][CH:21]=[CH:20][CH:19]=3)[NH:15][CH:16]=2)[CH:7]=1, predict the reactants needed to synthesize it. The reactants are: Cl[C:2]1[CH:7]=[C:6]([Cl:8])[N:5]=[C:4]([C:9]2[CH:14]=[CH:13][CH:12]=[CH:11][N:10]=2)[N:3]=1.[NH:15]1[C:23]2[C:18](=[CH:19][CH:20]=[CH:21][CH:22]=2)[C:17]([CH2:24][CH2:25][NH2:26])=[CH:16]1.CCN(C(C)C)C(C)C.O. (4) Given the product [C:20]([C:17]1[CH:18]=[CH:19][C:14]([CH:12]2[CH2:11][CH2:10][CH2:9][N:8]([C:6]([O:5][C:1]([CH3:4])([CH3:3])[CH3:2])=[O:7])[CH2:13]2)=[N:15][C:16]=1[C:23]1[CH:24]=[CH:25][C:26]([O:29][C:30]2[CH:35]=[CH:34][CH:33]=[CH:32][CH:31]=2)=[CH:27][CH:28]=1)(=[O:22])[NH2:21], predict the reactants needed to synthesize it. The reactants are: [C:1]([O:5][C:6]([N:8]1[CH:13]=[C:12]([C:14]2[CH:19]=[CH:18][C:17]([C:20](=[O:22])[NH2:21])=[C:16]([C:23]3[CH:28]=[CH:27][C:26]([O:29][C:30]4[CH:35]=[CH:34][CH:33]=[CH:32][CH:31]=4)=[CH:25][CH:24]=3)[N:15]=2)[CH2:11][CH2:10][CH2:9]1)=[O:7])([CH3:4])([CH3:3])[CH3:2]. (5) The reactants are: C(N)(N)=[O:2].OO.FC(F)(F)C(OC(=O)C(F)(F)F)=O.[Br:20][C:21]1[N:29]=[CH:28][C:27]2[N:26]([CH2:30][O:31][CH2:32][CH2:33][Si:34]([CH3:37])([CH3:36])[CH3:35])[C:25]3[N:38]=[CH:39][CH:40]=[CH:41][C:24]=3[C:23]=2[CH:22]=1.S([O-])([O-])(=O)=S.[Na+].[Na+].[OH2:49]. Given the product [Br:20][C:21]1[N+:29]([O-:49])=[CH:28][C:27]2[N:26]([CH2:30][O:31][CH2:32][CH2:33][Si:34]([CH3:36])([CH3:37])[CH3:35])[C:25]3=[N+:38]([O-:2])[CH:39]=[CH:40][CH:41]=[C:24]3[C:23]=2[CH:22]=1, predict the reactants needed to synthesize it. (6) The reactants are: [Br:1][C:2]1[CH:10]=[C:9]([N+]([O-])=O)[CH:8]=[CH:7][C:3]=1[C:4]([OH:6])=[O:5].[CH3:14][O-:15].[Na+].Cl. Given the product [Br:1][C:2]1[CH:10]=[C:9]([O:15][CH3:14])[CH:8]=[CH:7][C:3]=1[C:4]([OH:6])=[O:5], predict the reactants needed to synthesize it. (7) Given the product [CH3:7][O:8][CH:9]=[C:33]1[CH2:34][CH2:35][C:30]([CH3:37])([CH3:29])[CH2:31][CH2:32]1, predict the reactants needed to synthesize it. The reactants are: [Li]CCCC.[Cl-].[CH3:7][O:8][CH2:9][P+](C1C=CC=CC=1)(C1C=CC=CC=1)C1C=CC=CC=1.[CH3:29][C:30]1([CH3:37])[CH2:35][CH2:34][C:33](=O)[CH2:32][CH2:31]1.